Dataset: Reaction yield outcomes from USPTO patents with 853,638 reactions. Task: Predict the reaction yield, written as a fraction of the theoretical maximum amount of product (1.0 means a 100% yield; for example, 0.34 means a 34% yield). The reactants are [C:1]([O:5][C:6]([NH:8][CH2:9][C:10]([OH:12])=O)=[O:7])([CH3:4])([CH3:3])[CH3:2].F[P-](F)(F)(F)(F)F.N1(OC(N(C)C)=[N+](C)C)C2N=CC=CC=2N=N1.C(N(C(C)C)CC)(C)C.[NH:46]1[CH2:51][CH2:50][CH2:49][C@@H:48]([NH:52][C:53]2[CH:58]=[N:57][CH:56]=[C:55]([C:59]3[CH:60]=[N:61][N:62]4[CH:67]=[CH:66][CH:65]=[CH:64][C:63]=34)[N:54]=2)[CH2:47]1. The catalyst is CN(C=O)C. The product is [O:12]=[C:10]([N:46]1[CH2:51][CH2:50][CH2:49][C@@H:48]([NH:52][C:53]2[CH:58]=[N:57][CH:56]=[C:55]([C:59]3[CH:60]=[N:61][N:62]4[CH:67]=[CH:66][CH:65]=[CH:64][C:63]=34)[N:54]=2)[CH2:47]1)[CH2:9][NH:8][C:6](=[O:7])[O:5][C:1]([CH3:2])([CH3:3])[CH3:4]. The yield is 0.570.